From a dataset of Full USPTO retrosynthesis dataset with 1.9M reactions from patents (1976-2016). Predict the reactants needed to synthesize the given product. (1) Given the product [CH3:1][N:2]([CH3:20])[N:3]1[C:12]2[C:7](=[CH:8][C:9]([I:13])=[CH:10][CH:11]=2)[C:6](=[O:14])[C:5]([C:15]([OH:17])=[O:16])=[CH:4]1, predict the reactants needed to synthesize it. The reactants are: [CH3:1][N:2]([CH3:20])[N:3]1[C:12]2[C:7](=[CH:8][C:9]([I:13])=[CH:10][CH:11]=2)[C:6](=[O:14])[C:5]([C:15]([O:17]CC)=[O:16])=[CH:4]1.[OH-].[Na+]. (2) Given the product [F:35][C:2]([F:1])([F:34])[C:3]1[CH:4]=[C:5]([CH:27]=[C:28]([C:30]([F:33])([F:32])[F:31])[CH:29]=1)[C:6]([N:8]1[CH2:9][CH2:10][C:11]2([N:15]([C:16]3[CH:21]=[CH:20][CH:19]=[CH:18][C:17]=3[CH3:22])[CH:14]([CH3:23])[N:13]([CH2:37][CH2:38][N:39]3[CH2:43][CH2:42][CH2:41][CH2:40]3)[C:12]2=[O:24])[CH2:25][CH2:26]1)=[O:7], predict the reactants needed to synthesize it. The reactants are: [F:1][C:2]([F:35])([F:34])[C:3]1[CH:4]=[C:5]([CH:27]=[C:28]([C:30]([F:33])([F:32])[F:31])[CH:29]=1)[C:6]([N:8]1[CH2:26][CH2:25][C:11]2([N:15]([C:16]3[CH:21]=[CH:20][CH:19]=[CH:18][C:17]=3[CH3:22])[CH:14]([CH3:23])[NH:13][C:12]2=[O:24])[CH2:10][CH2:9]1)=[O:7].Cl[CH2:37][CH2:38][N:39]1[CH2:43][CH2:42][CH2:41][CH2:40]1. (3) Given the product [ClH:36].[CH:32]1([CH2:31][NH:7][C@@H:8]2[CH2:10][C@H:9]2[C:11]2[CH:12]=[CH:13][C:14]([NH:17][C:18](=[O:30])[C:19]3[CH:24]=[C:23]([C:25]([F:27])([F:28])[F:26])[CH:22]=[CH:21][C:20]=3[F:29])=[CH:15][CH:16]=2)[CH2:33][CH2:34]1, predict the reactants needed to synthesize it. The reactants are: C(OC(=O)[N:7]([CH2:31][CH:32]1[CH2:34][CH2:33]1)[C@@H:8]1[CH2:10][C@H:9]1[C:11]1[CH:16]=[CH:15][C:14]([NH:17][C:18](=[O:30])[C:19]2[CH:24]=[C:23]([C:25]([F:28])([F:27])[F:26])[CH:22]=[CH:21][C:20]=2[F:29])=[CH:13][CH:12]=1)(C)(C)C.[ClH:36].COC1CCCC1. (4) The reactants are: [Cl:1][C:2]1[CH:22]=[CH:21][C:5]([CH2:6][C:7]2[O:11][C:10]([C:12]3[CH:17]=[CH:16][N:15]=[CH:14][CH:13]=3)=[N:9][C:8]=2[C:18]([NH2:20])=O)=[CH:4][CH:3]=1.COC(OC)[N:26]([CH3:28])C.C(O)(=O)C.[NH2:35]N. Given the product [Cl:1][C:2]1[CH:22]=[CH:21][C:5]([CH2:6][C:7]2[O:11][C:10]([C:12]3[CH:17]=[CH:16][N:15]=[CH:14][CH:13]=3)=[N:9][C:8]=2[C:18]2[NH:26][CH:28]=[N:35][N:20]=2)=[CH:4][CH:3]=1, predict the reactants needed to synthesize it. (5) Given the product [F:1][C:2]1[CH:3]=[C:4]([C:10]2[C:19]3[C:14](=[CH:15][CH:16]=[CH:17][CH:18]=3)[C:13]([CH:20]=[O:21])=[CH:12][CH:11]=2)[CH:5]=[CH:6][C:7]=1[OH:8], predict the reactants needed to synthesize it. The reactants are: [F:1][C:2]1[CH:3]=[C:4]([C:10]2[C:19]3[C:14](=[CH:15][CH:16]=[CH:17][CH:18]=3)[C:13]([CH:20]=[O:21])=[CH:12][CH:11]=2)[CH:5]=[CH:6][C:7]=1[O:8]C.Cl.N1C=CC=CC=1. (6) Given the product [O:51]=[C:45]1[CH:44]([N:38]2[C:37](=[O:52])[C:36]3[C:40](=[CH:41][CH:42]=[C:34]([CH2:33][NH:32][C:10](=[O:12])[C:9]4[CH:8]=[CH:7][C:6]([S:3]([CH2:1][CH3:2])(=[O:4])=[O:5])=[CH:14][CH:13]=4)[CH:35]=3)[C:39]2=[O:43])[CH2:49][CH2:48][C:47](=[O:50])[NH:46]1, predict the reactants needed to synthesize it. The reactants are: [CH2:1]([S:3]([C:6]1[CH:14]=[CH:13][C:9]([C:10]([OH:12])=O)=[CH:8][CH:7]=1)(=[O:5])=[O:4])[CH3:2].C1N=CN(C(N2C=NC=C2)=O)C=1.CS(O)(=O)=O.[NH2:32][CH2:33][C:34]1[CH:35]=[C:36]2[C:40](=[CH:41][CH:42]=1)[C:39](=[O:43])[N:38]([CH:44]1[CH2:49][CH2:48][C:47](=[O:50])[NH:46][C:45]1=[O:51])[C:37]2=[O:52].CCOC(C)=O. (7) Given the product [Br:1][C:2]1[CH:9]=[CH:8][C:5]([CH2:6][N:20]2[CH2:21][CH2:22][CH2:23][C@@H:18]([OH:24])[CH2:19]2)=[CH:4][CH:3]=1, predict the reactants needed to synthesize it. The reactants are: [Br:1][C:2]1[CH:9]=[CH:8][C:5]([CH2:6]Br)=[CH:4][CH:3]=1.C(N(CC)CC)C.C[C@@:18]1([OH:24])[CH2:23][CH2:22][CH2:21][NH:20][CH2:19]1. (8) Given the product [C:13]([NH:3][CH2:2][CH2:1][NH2:4])([C:14]1[CH:19]=[CH:18][CH:17]=[CH:16][CH:15]=1)([C:26]1[CH:27]=[CH:28][CH:29]=[CH:30][CH:31]=1)[C:20]1[CH:21]=[CH:22][CH:23]=[CH:24][CH:25]=1, predict the reactants needed to synthesize it. The reactants are: [CH2:1]([NH2:4])[CH2:2][NH2:3].C(N(CC)CC)C.Cl[C:13]([C:26]1[CH:31]=[CH:30][CH:29]=[CH:28][CH:27]=1)([C:20]1[CH:25]=[CH:24][CH:23]=[CH:22][CH:21]=1)[C:14]1[CH:19]=[CH:18][CH:17]=[CH:16][CH:15]=1.